From a dataset of Full USPTO retrosynthesis dataset with 1.9M reactions from patents (1976-2016). Predict the reactants needed to synthesize the given product. (1) Given the product [S:3]1[C:7]2[CH:8]=[C:9]([N:12]3[CH2:16][CH2:15][N:14]([C:17]4[CH:18]=[N:19][CH:20]=[CH:21][C:22]=4[CH2:23][OH:24])[C:13]3=[O:25])[CH:10]=[CH:11][C:6]=2[N:5]=[CH:4]1, predict the reactants needed to synthesize it. The reactants are: [BH4-].[Na+].[S:3]1[C:7]2[CH:8]=[C:9]([N:12]3[CH2:16][CH2:15][N:14]([C:17]4[CH:18]=[N:19][CH:20]=[CH:21][C:22]=4[CH:23]=[O:24])[C:13]3=[O:25])[CH:10]=[CH:11][C:6]=2[N:5]=[CH:4]1. (2) Given the product [O:7]1[CH:8]=[CH:9][C:5]([C:3]2[N:4]=[C:17]([C:16]3[CH:20]=[C:12]([O:11][CH3:10])[CH:13]=[CH:14][C:15]=3[OH:21])[O:1][N:2]=2)=[CH:6]1, predict the reactants needed to synthesize it. The reactants are: [OH:1][NH:2][C:3]([C:5]1[CH:9]=[CH:8][O:7][CH:6]=1)=[NH:4].[CH3:10][O:11][C:12]1[CH:20]=[C:16]([C:17](O)=O)[C:15]([OH:21])=[CH:14][CH:13]=1.